From a dataset of Full USPTO retrosynthesis dataset with 1.9M reactions from patents (1976-2016). Predict the reactants needed to synthesize the given product. (1) Given the product [Br:1][C:2]1[CH:7]=[CH:6][N:5]=[C:4]2[N:8]([S:12]([C:15]3[CH:20]=[CH:19][CH:18]=[CH:17][CH:16]=3)(=[O:14])=[O:13])[C:9]([C:29]3[CH:30]=[CH:31][C:32]([N:35]4[CH2:36][CH2:37][O:38][CH2:39][CH2:40]4)=[CH:33][CH:34]=3)=[CH:10][C:3]=12, predict the reactants needed to synthesize it. The reactants are: [Br:1][C:2]1[CH:7]=[CH:6][N:5]=[C:4]2[N:8]([S:12]([C:15]3[CH:20]=[CH:19][CH:18]=[CH:17][CH:16]=3)(=[O:14])=[O:13])[C:9](I)=[CH:10][C:3]=12.CC1(C)C(C)(C)OB([C:29]2[CH:34]=[CH:33][C:32]([N:35]3[CH2:40][CH2:39][O:38][CH2:37][CH2:36]3)=[CH:31][CH:30]=2)O1.C([O-])(O)=O.[Na+]. (2) Given the product [N+:8]([C:7]1[C:2]([NH:22][C@@H:23]([CH3:26])[CH2:24][OH:25])=[N:3][CH:4]=[CH:5][CH:6]=1)([O-:10])=[O:9], predict the reactants needed to synthesize it. The reactants are: Cl[C:2]1[C:7]([N+:8]([O-:10])=[O:9])=[CH:6][CH:5]=[CH:4][N:3]=1.C(=O)([O-])[O-].[K+].[K+].CN(C=O)C.[NH2:22][C@@H:23]([CH3:26])[CH2:24][OH:25].